Dataset: hERG potassium channel inhibition data for cardiac toxicity prediction from Karim et al.. Task: Regression/Classification. Given a drug SMILES string, predict its toxicity properties. Task type varies by dataset: regression for continuous values (e.g., LD50, hERG inhibition percentage) or binary classification for toxic/non-toxic outcomes (e.g., AMES mutagenicity, cardiotoxicity, hepatotoxicity). Dataset: herg_karim. (1) The compound is COc1cccc(-c2c[nH]c([C@H]3Cc4c([nH]c5ccccc45)[C@@H](C4CCOCC4)N3)n2)n1. The result is 1 (blocker). (2) The drug is N#Cc1cccc(-c2cc(F)ccc2CC(c2cccnc2)c2cccnc2)c1. The result is 0 (non-blocker). (3) The compound is CC(C)c1ccccc1C(=O)N(CC1CCCC1)[C@H]1CCNC1. The result is 1 (blocker).